From a dataset of Full USPTO retrosynthesis dataset with 1.9M reactions from patents (1976-2016). Predict the reactants needed to synthesize the given product. (1) Given the product [C:1]([O:5][C:6]([N:8]1[CH2:12][C@H:11]([O:13][S:21]([C:18]2[CH:19]=[CH:20][C:15]([CH3:25])=[CH:16][CH:17]=2)(=[O:23])=[O:22])[CH2:10][C@H:9]1[CH3:14])=[O:7])([CH3:4])([CH3:2])[CH3:3], predict the reactants needed to synthesize it. The reactants are: [C:1]([O:5][C:6]([N:8]1[CH2:12][C@H:11]([OH:13])[CH2:10][C@H:9]1[CH3:14])=[O:7])([CH3:4])([CH3:3])[CH3:2].[C:15]1([CH3:25])[CH:20]=[CH:19][C:18]([S:21](Cl)(=[O:23])=[O:22])=[CH:17][CH:16]=1.O. (2) Given the product [Cl:23][CH2:2][C:3]1[CH:8]=[CH:7][N:6]=[C:5]([C:9]2[CH:14]=[C:13]([O:15][CH3:16])[C:12]([O:17][CH3:18])=[C:11]([O:19][CH3:20])[CH:10]=2)[CH:4]=1, predict the reactants needed to synthesize it. The reactants are: O[CH2:2][C:3]1[CH:8]=[CH:7][N:6]=[C:5]([C:9]2[CH:14]=[C:13]([O:15][CH3:16])[C:12]([O:17][CH3:18])=[C:11]([O:19][CH3:20])[CH:10]=2)[CH:4]=1.S(Cl)([Cl:23])=O. (3) Given the product [NH:14]1[C:15]2[C:20](=[CH:19][CH:18]=[CH:17][CH:16]=2)[C:12](/[CH:11]=[CH:10]/[C:7]2[CH:8]=[CH:9][C:4]([C:3]([OH:30])=[O:2])=[CH:5][C:6]=2[NH:21][C:22]([C:24]2[S:25][CH:26]=[CH:27][C:28]=2[CH3:29])=[O:23])=[N:13]1, predict the reactants needed to synthesize it. The reactants are: C[O:2][C:3](=[O:30])[C:4]1[CH:9]=[CH:8][C:7](/[CH:10]=[CH:11]/[C:12]2[C:20]3[C:15](=[CH:16][CH:17]=[CH:18][CH:19]=3)[NH:14][N:13]=2)=[C:6]([NH:21][C:22]([C:24]2[S:25][CH:26]=[CH:27][C:28]=2[CH3:29])=[O:23])[CH:5]=1.[OH-].[Na+].Cl. (4) Given the product [OH:41][CH2:40][C@H:39]([CH3:42])[O:38][C:36]1[CH:35]=[C:25]([CH:24]=[C:23]([O:22][C:10]2[CH:11]=[CH:12][C:13]3[C:14](=[O:21])[N:15]([CH3:20])[CH2:16][CH2:17][O:18][C:19]=3[CH:9]=2)[CH:37]=1)[C:26]([NH:28][C:29]1[CH:33]=[CH:32][N:31]([CH3:34])[N:30]=1)=[O:27], predict the reactants needed to synthesize it. The reactants are: C(N(CC)CC)C.Cl[C:9]1[C:19]2[O:18][CH2:17][CH2:16][N:15]([CH3:20])[C:14](=[O:21])[C:13]=2[CH:12]=[CH:11][C:10]=1[O:22][C:23]1[CH:24]=[C:25]([CH:35]=[C:36]([O:38][C@@H:39]([CH3:42])[CH2:40][OH:41])[CH:37]=1)[C:26]([NH:28][C:29]1[CH:33]=[CH:32][N:31]([CH3:34])[N:30]=1)=[O:27]. (5) Given the product [C:1]([O:5][C:6](=[O:18])[NH:7][C@@H:8]([C:10]1[CH:15]=[CH:14][C:13]([B:19]2[O:23][C:22]([CH3:25])([CH3:24])[C:21]([CH3:27])([CH3:26])[O:20]2)=[CH:12][C:11]=1[F:17])[CH3:9])([CH3:4])([CH3:3])[CH3:2], predict the reactants needed to synthesize it. The reactants are: [C:1]([O:5][C:6](=[O:18])[NH:7][C@@H:8]([C:10]1[CH:15]=[CH:14][C:13](Br)=[CH:12][C:11]=1[F:17])[CH3:9])([CH3:4])([CH3:3])[CH3:2].[B:19]1([B:19]2[O:23][C:22]([CH3:25])([CH3:24])[C:21]([CH3:27])([CH3:26])[O:20]2)[O:23][C:22]([CH3:25])([CH3:24])[C:21]([CH3:27])([CH3:26])[O:20]1.C(Cl)Cl.C([O-])(=O)C.[K+]. (6) Given the product [Br:16][C:4]1[C:5]([NH2:8])=[N:6][CH:7]=[C:2]([I:1])[CH:3]=1, predict the reactants needed to synthesize it. The reactants are: [I:1][C:2]1[CH:3]=[CH:4][C:5]([NH2:8])=[N:6][CH:7]=1.C1C(=O)N([Br:16])C(=O)C1. (7) Given the product [NH:11]1[C:5]2[C:6](=[CH:7][CH:8]=[CH:3][CH:4]=2)[CH:14]=[CH:13]1, predict the reactants needed to synthesize it. The reactants are: Cl.F[C:3]1[CH:4]=[C:5]([NH:11]N)[C:6](OC)=[CH:7][CH:8]=1.[C:13](O)(=O)[CH2:14]CC(C)=O. (8) The reactants are: [CH3:1][NH2:2].[Cl:3][C:4]1[C:9]([N+:10]([O-:12])=[O:11])=[C:8](Cl)[N:7]=[C:6]([CH3:14])[N:5]=1. Given the product [NH2:2][C:1]1[N:7]([CH3:8])[CH:6]([CH3:14])[N:5]=[C:4]([Cl:3])[C:9]=1[N+:10]([O-:12])=[O:11], predict the reactants needed to synthesize it.